Task: Regression. Given a peptide amino acid sequence and an MHC pseudo amino acid sequence, predict their binding affinity value. This is MHC class II binding data.. Dataset: Peptide-MHC class II binding affinity with 134,281 pairs from IEDB (1) The peptide sequence is RAKDPPAGTRKIMKV. The MHC is DRB1_1301 with pseudo-sequence DRB1_1301. The binding affinity (normalized) is 0.334. (2) The peptide sequence is AAFSRMLSLFFRQHI. The MHC is HLA-DQA10501-DQB10301 with pseudo-sequence HLA-DQA10501-DQB10301. The binding affinity (normalized) is 0.0753. (3) The peptide sequence is EKKYAAATQFEPLAA. The MHC is HLA-DPA10201-DPB10501 with pseudo-sequence HLA-DPA10201-DPB10501. The binding affinity (normalized) is 0.474. (4) The peptide sequence is EMTYKNKVVKVLRPA. The MHC is HLA-DQA10102-DQB10501 with pseudo-sequence HLA-DQA10102-DQB10501. The binding affinity (normalized) is 0.561. (5) The peptide sequence is LSPLSNMVSMANNHM. The binding affinity (normalized) is 0.383. The MHC is HLA-DPA10301-DPB10402 with pseudo-sequence HLA-DPA10301-DPB10402. (6) The peptide sequence is MSMSMILVGVIMMFL. The MHC is DRB1_0301 with pseudo-sequence DRB1_0301. The binding affinity (normalized) is 0.395. (7) The peptide sequence is ELQHIILNASYITPY. The MHC is DRB1_1501 with pseudo-sequence DRB1_1501. The binding affinity (normalized) is 0.839. (8) The peptide sequence is PCKGDSVTIKLDGNL. The MHC is DRB1_0901 with pseudo-sequence DRB1_0901. The binding affinity (normalized) is 0.212. (9) The peptide sequence is TVFEAAFNDAIKAST. The MHC is HLA-DPA10201-DPB11401 with pseudo-sequence HLA-DPA10201-DPB11401. The binding affinity (normalized) is 0.275.